From a dataset of Reaction yield outcomes from USPTO patents with 853,638 reactions. Predict the reaction yield, written as a fraction of the theoretical maximum amount of product (1.0 means a 100% yield; for example, 0.34 means a 34% yield). (1) The catalyst is CN(C)C(=O)C.C(OCC)(=O)C. The product is [CH2:29]([N:8]1[C:9](=[O:26])[C:10]([CH2:11][C:12]2[CH:17]=[CH:16][C:15]([C:18]3[C:19]([C:24]#[N:25])=[CH:20][CH:21]=[CH:22][CH:23]=3)=[CH:14][CH:13]=2)=[C:5]([CH2:1][CH2:2][CH2:3][CH3:4])[N:6]=[C:7]1[CH2:27][OH:28])[C:30]1[CH:35]=[CH:34][CH:33]=[CH:32][CH:31]=1. The yield is 0.490. The reactants are [CH2:1]([C:5]1[N:6]=[C:7]([CH2:27][OH:28])[NH:8][C:9](=[O:26])[C:10]=1[CH2:11][C:12]1[CH:17]=[CH:16][C:15]([C:18]2[C:19]([C:24]#[N:25])=[CH:20][CH:21]=[CH:22][CH:23]=2)=[CH:14][CH:13]=1)[CH2:2][CH2:3][CH3:4].[CH2:29](Br)[C:30]1[CH:35]=[CH:34][CH:33]=[CH:32][CH:31]=1.C(=O)([O-])[O-].[Cs+].[Cs+]. (2) The reactants are [BH4-].[Na+].[NH2:3][C@H:4]([C:10]1[CH:15]=[CH:14][C:13]([C:16]#[N:17])=[CH:12][CH:11]=1)[CH2:5][C:6](OC)=[O:7]. The catalyst is CO. The product is [NH2:3][C@H:4]([C:10]1[CH:11]=[CH:12][C:13]([C:16]#[N:17])=[CH:14][CH:15]=1)[CH2:5][CH2:6][OH:7]. The yield is 0.191. (3) The yield is 0.800. The catalyst is ClCCl. The product is [CH3:28][S:29]([O:1][CH2:2][C:3]1([OH:27])[CH2:4][CH2:5][N:6]([C:9]2[CH:14]=[CH:13][C:12]([N:15]3[CH2:19][C@H:18]([CH2:20][NH:21][C:22](=[O:24])[CH3:23])[O:17][C:16]3=[O:25])=[CH:11][C:10]=2[F:26])[CH2:7][CH2:8]1)(=[O:31])=[O:30]. The reactants are [OH:1][CH2:2][C:3]1([OH:27])[CH2:8][CH2:7][N:6]([C:9]2[CH:14]=[CH:13][C:12]([N:15]3[CH2:19][C@H:18]([CH2:20][NH:21][C:22](=[O:24])[CH3:23])[O:17][C:16]3=[O:25])=[CH:11][C:10]=2[F:26])[CH2:5][CH2:4]1.[CH3:28][S:29](Cl)(=[O:31])=[O:30].C(N(CC)CC)C.